Dataset: Forward reaction prediction with 1.9M reactions from USPTO patents (1976-2016). Task: Predict the product of the given reaction. (1) Given the reactants [N:1]1([C:6]2[N:11]3[N:12]=[C:13]([NH2:15])[N:14]=[C:10]3[CH:9]=[CH:8][CH:7]=2)[CH2:5][CH2:4][CH2:3][CH2:2]1.Br[C:17]1[CH:22]=[CH:21][C:20]([N:23]2[CH:27]=[C:26]([CH3:28])[N:25]=[CH:24]2)=[C:19]([O:29][CH3:30])[CH:18]=1.C(Cl)Cl, predict the reaction product. The product is: [CH3:30][O:29][C:19]1[CH:18]=[C:17]([NH:15][C:13]2[N:14]=[C:10]3[CH:9]=[CH:8][CH:7]=[C:6]([N:1]4[CH2:2][CH2:3][CH2:4][CH2:5]4)[N:11]3[N:12]=2)[CH:22]=[CH:21][C:20]=1[N:23]1[CH:27]=[C:26]([CH3:28])[N:25]=[CH:24]1. (2) Given the reactants [Br:1][C:2]1[C:11]2[C:6](=[CH:7][C:8]([C:12]3[O:13][C:14]4[CH:26]=[CH:25][C:24]([Cl:27])=[CH:23][C:15]=4[C:16]=3[C:17](=[O:22])[CH2:18][CH2:19][CH2:20][CH3:21])=[CH:9][CH:10]=2)[CH:5]=[CH:4][C:3]=1[O:28][CH2:29][C:30]#[N:31].[N-:32]=[N+:33]=[N-:34].[Na+].[Cl-].[NH4+], predict the reaction product. The product is: [Br:1][C:2]1[C:3]([O:28][CH2:29][C:30]2[NH:34][N:33]=[N:32][N:31]=2)=[CH:4][CH:5]=[C:6]2[C:11]=1[CH:10]=[CH:9][C:8]([C:12]1[O:13][C:14]3[CH:26]=[CH:25][C:24]([Cl:27])=[CH:23][C:15]=3[C:16]=1[C:17](=[O:22])[CH2:18][CH2:19][CH2:20][CH3:21])=[CH:7]2.